Dataset: TCR-epitope binding with 47,182 pairs between 192 epitopes and 23,139 TCRs. Task: Binary Classification. Given a T-cell receptor sequence (or CDR3 region) and an epitope sequence, predict whether binding occurs between them. Result: 0 (the TCR does not bind to the epitope). The epitope is KTWGQYWQV. The TCR CDR3 sequence is CASSSRGVRSLDTQYF.